This data is from Full USPTO retrosynthesis dataset with 1.9M reactions from patents (1976-2016). The task is: Predict the reactants needed to synthesize the given product. (1) Given the product [CH3:12][C:13]1([CH3:29])[C:17]([CH3:19])([CH3:18])[O:16][B:15]([C:2]2[CH:11]=[CH:10][C:5]3[C:6](=[O:9])[O:7][CH2:8][C:4]=3[CH:3]=2)[O:14]1, predict the reactants needed to synthesize it. The reactants are: Br[C:2]1[CH:11]=[CH:10][C:5]2[C:6](=[O:9])[O:7][CH2:8][C:4]=2[CH:3]=1.[CH3:12][C:13]1([CH3:29])[C:17]([CH3:19])([CH3:18])[O:16][B:15]([B:15]2[O:16][C:17]([CH3:19])([CH3:18])[C:13]([CH3:29])([CH3:12])[O:14]2)[O:14]1. (2) Given the product [CH3:10][C:7]1[CH:8]=[CH:9][C:4]([NH:1][C:2]([N:14]2[CH2:13][CH2:12][N:11]([C:17]3[CH:18]=[CH:19][C:20]([C:21]([O:23][CH2:24][CH3:25])=[O:22])=[CH:26][CH:27]=3)[CH2:16][CH2:15]2)=[O:3])=[CH:5][CH:6]=1, predict the reactants needed to synthesize it. The reactants are: [N:1]([C:4]1[CH:9]=[CH:8][C:7]([CH3:10])=[CH:6][CH:5]=1)=[C:2]=[O:3].[N:11]1([C:17]2[CH:27]=[CH:26][C:20]([C:21]([O:23][CH2:24][CH3:25])=[O:22])=[CH:19][CH:18]=2)[CH2:16][CH2:15][NH:14][CH2:13][CH2:12]1.C(N(CC)CC)C. (3) Given the product [Cl:13][C:14]1[N:19]=[C:18]([NH:1][C:2]2[C:11]([CH3:12])=[CH:10][CH:9]=[CH:8][C:3]=2[C:4]([NH:6][CH3:7])=[O:5])[C:17]([Cl:21])=[CH:16][N:15]=1, predict the reactants needed to synthesize it. The reactants are: [NH2:1][C:2]1[C:11]([CH3:12])=[CH:10][CH:9]=[CH:8][C:3]=1[C:4]([NH:6][CH3:7])=[O:5].[Cl:13][C:14]1[N:19]=[C:18](Cl)[C:17]([Cl:21])=[CH:16][N:15]=1.C(=O)([O-])[O-].[K+].[K+].